The task is: Predict the reaction yield, written as a fraction of the theoretical maximum amount of product (1.0 means a 100% yield; for example, 0.34 means a 34% yield).. This data is from Reaction yield outcomes from USPTO patents with 853,638 reactions. (1) The reactants are [NH2:1][CH2:2][C:3]1[C:4]([NH:19][C@H:20]([C:22]2[CH:27]=[CH:26][C:25]([F:28])=[CH:24][CH:23]=2)[CH3:21])=[N:5][C:6]([NH:10][C:11]2[CH:15]=[C:14]([CH:16]3[CH2:18][CH2:17]3)[NH:13][N:12]=2)=[C:7]([F:9])[CH:8]=1.[C:29](O)(=[O:31])[CH3:30]. The catalyst is C1COCC1.C(Cl)Cl. The product is [CH:16]1([C:14]2[NH:13][N:12]=[C:11]([NH:10][C:6]3[N:5]=[C:4]([NH:19][C@H:20]([C:22]4[CH:23]=[CH:24][C:25]([F:28])=[CH:26][CH:27]=4)[CH3:21])[C:3]([CH2:2][NH:1][C:29](=[O:31])[CH3:30])=[CH:8][C:7]=3[F:9])[CH:15]=2)[CH2:18][CH2:17]1. The yield is 0.500. (2) The reactants are Br[C:2]1[C:3](=[O:20])[C:4]([O:18][CH3:19])=[C:5]2[C:14](=[O:15])[N:13]([CH2:16][CH3:17])[CH2:12][CH:7]3[CH2:8][CH:9]([OH:11])[C:10]=1[N:6]23.CCN(C(C)C)C(C)C.[F:30][C:31]1[CH:36]=[C:35]([F:37])[CH:34]=[CH:33][C:32]=1[CH2:38][NH2:39].CS(C)=O.[CH3:44][OH:45]. The catalyst is C1C=CC([P]([Pd]([P](C2C=CC=CC=2)(C2C=CC=CC=2)C2C=CC=CC=2)([P](C2C=CC=CC=2)(C2C=CC=CC=2)C2C=CC=CC=2)[P](C2C=CC=CC=2)(C2C=CC=CC=2)C2C=CC=CC=2)(C2C=CC=CC=2)C2C=CC=CC=2)=CC=1. The product is [F:30][C:31]1[CH:36]=[C:35]([F:37])[CH:34]=[CH:33][C:32]=1[CH2:38][NH:39][C:44]([C:2]1[C:3](=[O:20])[C:4]([O:18][CH3:19])=[C:5]2[C:14](=[O:15])[N:13]([CH2:16][CH3:17])[CH2:12][CH:7]3[CH2:8][CH:9]([OH:11])[C:10]=1[N:6]23)=[O:45]. The yield is 0.510. (3) The reactants are Br[C:2]1[N:3]=[C:4]([C:23]2[O:27][N:26]=[C:25]([C:28]3[CH:33]=[CH:32][CH:31]=[CH:30][CH:29]=3)[CH:24]=2)[C:5]([N:8]([C:16]([O:18][C:19]([CH3:22])([CH3:21])[CH3:20])=[O:17])[C:9](=[O:15])[O:10][C:11]([CH3:14])([CH3:13])[CH3:12])=[N:6][CH:7]=1.B([C:37]1[CH:45]=[CH:44][C:40]([C:41]([OH:43])=[O:42])=[CH:39][CH:38]=1)(O)O.C([O-])([O-])=O.[Na+].[Na+].O. The catalyst is CC#N.C1C=CC([P]([Pd]([P](C2C=CC=CC=2)(C2C=CC=CC=2)C2C=CC=CC=2)([P](C2C=CC=CC=2)(C2C=CC=CC=2)C2C=CC=CC=2)[P](C2C=CC=CC=2)(C2C=CC=CC=2)C2C=CC=CC=2)(C2C=CC=CC=2)C2C=CC=CC=2)=CC=1. The product is [C:11]([O:10][C:9]([N:8]([C:16]([O:18][C:19]([CH3:22])([CH3:21])[CH3:20])=[O:17])[C:5]1[N:6]=[CH:7][C:2]([C:37]2[CH:45]=[CH:44][C:40]([C:41]([OH:43])=[O:42])=[CH:39][CH:38]=2)=[N:3][C:4]=1[C:23]1[O:27][N:26]=[C:25]([C:28]2[CH:33]=[CH:32][CH:31]=[CH:30][CH:29]=2)[CH:24]=1)=[O:15])([CH3:14])([CH3:13])[CH3:12]. The yield is 0.990. (4) The reactants are [N+:1]([C:4]1[CH:5]=[C:6]2[C:10](=[CH:11][CH:12]=1)[NH:9][CH:8]=[CH:7]2)([O-:3])=[O:2].[F:13][CH:14]1[C:19](=O)[CH2:18][CH2:17][N:16](C(OC(C)(C)C)=O)[CH2:15]1.N. The catalyst is C(O)(=O)C.OP(O)(O)=O. The product is [F:13][CH:14]1[C:19]([C:7]2[C:6]3[C:10](=[CH:11][CH:12]=[C:4]([N+:1]([O-:3])=[O:2])[CH:5]=3)[NH:9][CH:8]=2)=[CH:18][CH2:17][NH:16][CH2:15]1. The yield is 0.470. (5) The reactants are C([O:8][C:9]1[CH:18]=[C:17]2[C:12]([C:13]([O:19][C:20]3[CH:21]=[C:22]([CH:24]=[CH:25][CH:26]=3)[NH2:23])=[N:14][CH:15]=[N:16]2)=[CH:11][C:10]=1[O:27][CH3:28])C1C=CC=CC=1.[H][H]. The catalyst is C(O)C.[Pd]. The product is [NH2:23][C:22]1[CH:21]=[C:20]([CH:26]=[CH:25][CH:24]=1)[O:19][C:13]1[C:12]2[C:17](=[CH:18][C:9]([OH:8])=[C:10]([O:27][CH3:28])[CH:11]=2)[N:16]=[CH:15][N:14]=1. The yield is 0.440. (6) The reactants are [CH3:1][O:2][C:3]1[CH:4]=[C:5]2[C:10](=[CH:11][C:12]=1[O:13][CH3:14])[N:9]=[CH:8][CH:7]=[C:6]2[O:15][C:16]1[CH:22]=[CH:21][C:19]([NH2:20])=[CH:18][CH:17]=1.C1(C)C=CC=CC=1.C(N(CC)CC)C.Cl[C:38](Cl)([O:40]C(=O)OC(Cl)(Cl)Cl)Cl.[CH3:49][N:50]([CH3:60])[C:51]1[CH:52]=[C:53]([CH:57]=[CH:58][CH:59]=1)[CH:54]([OH:56])[CH3:55]. The catalyst is C(Cl)Cl. The product is [CH3:1][O:2][C:3]1[CH:4]=[C:5]2[C:10](=[CH:11][C:12]=1[O:13][CH3:14])[N:9]=[CH:8][CH:7]=[C:6]2[O:15][C:16]1[CH:22]=[CH:21][C:19]([NH:20][C:38](=[O:40])[O:56][CH:54]([C:53]2[CH:57]=[CH:58][CH:59]=[C:51]([N:50]([CH3:49])[CH3:60])[CH:52]=2)[CH3:55])=[CH:18][CH:17]=1. The yield is 0.440. (7) The reactants are [C:1]([N:4]1[C:13]2[C:8](=[CH:9][CH:10]=[CH:11][CH:12]=2)[C@@H:7]([OH:14])[CH2:6][C@@H:5]1[CH3:15])(=[O:3])[CH3:2].[F:16][C:17]1[CH:18]=[C:19]([CH:21]=[CH:22][C:23]=1[F:24])N. No catalyst specified. The product is [C:1]([N:4]1[C:13]2[C:8](=[CH:9][CH:10]=[CH:11][CH:12]=2)[C@H:7]([O:14][C:21]2[CH:19]=[CH:18][C:17]([F:16])=[C:23]([F:24])[CH:22]=2)[CH2:6][C@@H:5]1[CH3:15])(=[O:3])[CH3:2]. The yield is 0.640.